Dataset: Full USPTO retrosynthesis dataset with 1.9M reactions from patents (1976-2016). Task: Predict the reactants needed to synthesize the given product. (1) Given the product [C:1]([O:5][CH:6]([C:11]1[N:16]([CH3:17])[C:15](=[O:18])[C:14]2[N:19]([CH2:43][C:42]3[CH:41]=[CH:40][C:39]([S:36]([CH3:35])(=[O:38])=[O:37])=[CH:46][CH:45]=3)[CH:20]=[CH:21][C:13]=2[C:12]=1[C:22]1[CH:27]=[CH:26][C:25]([CH3:28])=[CH:24][CH:23]=1)[C:7]([O:9][CH3:10])=[O:8])([CH3:4])([CH3:3])[CH3:2], predict the reactants needed to synthesize it. The reactants are: [C:1]([O:5][CH:6]([C:11]1[N:16]([CH3:17])[C:15](=[O:18])[C:14]2[NH:19][CH:20]=[CH:21][C:13]=2[C:12]=1[C:22]1[CH:27]=[CH:26][C:25]([CH3:28])=[CH:24][CH:23]=1)[C:7]([O:9][CH3:10])=[O:8])([CH3:4])([CH3:3])[CH3:2].C([O-])([O-])=O.[Cs+].[Cs+].[CH3:35][S:36]([C:39]1[CH:46]=[CH:45][C:42]([CH2:43]Br)=[CH:41][CH:40]=1)(=[O:38])=[O:37]. (2) Given the product [C:1]([O:5][C:6](=[O:32])[CH2:7][C@H:8]([CH2:9][C@H:10]([CH3:16])[CH2:11][CH2:12][CH2:13][CH2:14][CH3:15])[C:17]([OH:18])=[O:34])([CH3:2])([CH3:3])[CH3:4], predict the reactants needed to synthesize it. The reactants are: [C:1]([O:5][C:6](=[O:32])[CH2:7][C@@H:8]([C:17](N1[C@H](C)[C@H](C2C=CC=CC=2)OC1=O)=[O:18])[CH2:9][C@H:10]([CH3:16])[CH2:11][CH2:12][CH2:13][CH2:14][CH3:15])([CH3:4])([CH3:3])[CH3:2].[Li+].[OH-:34].OO.CCCCCCC. (3) Given the product [F:21][C:12]1[CH:11]=[C:10]([NH:9][C:7](=[O:8])[C:6]2[CH:22]=[C:2]([C:31]3[NH:30][N:29]=[CH:33][CH:32]=3)[C:3]([N:23]3[CH2:27][CH2:26][C@@H:25]([OH:28])[CH2:24]3)=[N:4][CH:5]=2)[CH:15]=[CH:14][C:13]=1[S:16][C:17]([F:20])([F:19])[F:18], predict the reactants needed to synthesize it. The reactants are: Br[C:2]1[C:3]([N:23]2[CH2:27][CH2:26][C@@H:25]([OH:28])[CH2:24]2)=[N:4][CH:5]=[C:6]([CH:22]=1)[C:7]([NH:9][C:10]1[CH:15]=[CH:14][C:13]([S:16][C:17]([F:20])([F:19])[F:18])=[C:12]([F:21])[CH:11]=1)=[O:8].[NH:29]1[CH:33]=[CH:32][CH:31]=[N:30]1. (4) Given the product [CH3:25][C:26]1[C:31]([C:32]2[CH:37]=[CH:36][C:35]([C:38]([F:39])([F:40])[F:41])=[CH:34][CH:33]=2)=[C:30]([C:42]([NH:1][C:2]2[CH:3]=[CH:4][C:5]([O:6][CH2:7][CH2:8][C:9]3[N:14]=[C:13]([NH:15][C:16](=[O:22])[O:17][C:18]([CH3:21])([CH3:19])[CH3:20])[CH:12]=[CH:11][CH:10]=3)=[CH:23][CH:24]=2)=[O:43])[CH:29]=[CH:28][CH:27]=1, predict the reactants needed to synthesize it. The reactants are: [NH2:1][C:2]1[CH:24]=[CH:23][C:5]([O:6][CH2:7][CH2:8][C:9]2[N:14]=[C:13]([NH:15][C:16](=[O:22])[O:17][C:18]([CH3:21])([CH3:20])[CH3:19])[CH:12]=[CH:11][CH:10]=2)=[CH:4][CH:3]=1.[CH3:25][C:26]1[CH:27]=[CH:28][CH:29]=[C:30]([C:42](O)=[O:43])[C:31]=1[C:32]1[CH:37]=[CH:36][C:35]([C:38]([F:41])([F:40])[F:39])=[CH:34][CH:33]=1.ON1C2C=CC=CC=2N=N1.Cl.CN(C)CCCN=C=NCC.